Dataset: Reaction yield outcomes from USPTO patents with 853,638 reactions. Task: Predict the reaction yield, written as a fraction of the theoretical maximum amount of product (1.0 means a 100% yield; for example, 0.34 means a 34% yield). The reactants are [C:1]([CH2:3][C:4]1[C:12]2[C:7](=[CH:8][CH:9]=[CH:10][CH:11]=2)[NH:6][CH:5]=1)#[N:2].[C:13](O[C:13]([O:15][C:16]([CH3:19])([CH3:18])[CH3:17])=[O:14])([O:15][C:16]([CH3:19])([CH3:18])[CH3:17])=[O:14]. The catalyst is CN(C1C=CN=CC=1)C.ClCCl. The product is [C:1]([CH2:3][C:4]1[C:12]2[C:7](=[CH:8][CH:9]=[CH:10][CH:11]=2)[N:6]([C:13]([O:15][C:16]([CH3:19])([CH3:18])[CH3:17])=[O:14])[CH:5]=1)#[N:2]. The yield is 0.930.